This data is from Full USPTO retrosynthesis dataset with 1.9M reactions from patents (1976-2016). The task is: Predict the reactants needed to synthesize the given product. Given the product [CH3:9][C:8]1[N:4]([CH2:3][C:2]2[S:17][CH:19]=[C:20]([C:22]3[CH:27]=[CH:26][CH:25]=[C:24]([O:28][C:29]([F:30])([F:31])[F:32])[CH:23]=3)[N:1]=2)[N:5]=[CH:6][C:7]=1[C:10]([OH:12])=[O:11], predict the reactants needed to synthesize it. The reactants are: [NH2:1][C:2](=[S:17])[CH2:3][N:4]1[C:8]([CH3:9])=[C:7]([C:10]([O:12]C(C)(C)C)=[O:11])[CH:6]=[N:5]1.Br[CH2:19][C:20]([C:22]1[CH:27]=[CH:26][CH:25]=[C:24]([O:28][C:29]([F:32])([F:31])[F:30])[CH:23]=1)=O.